From a dataset of NCI-60 drug combinations with 297,098 pairs across 59 cell lines. Regression. Given two drug SMILES strings and cell line genomic features, predict the synergy score measuring deviation from expected non-interaction effect. Drug 1: CC(C)CN1C=NC2=C1C3=CC=CC=C3N=C2N. Drug 2: COCCOC1=C(C=C2C(=C1)C(=NC=N2)NC3=CC=CC(=C3)C#C)OCCOC.Cl. Cell line: PC-3. Synergy scores: CSS=9.82, Synergy_ZIP=-4.37, Synergy_Bliss=-3.02, Synergy_Loewe=1.03, Synergy_HSA=1.15.